Dataset: Peptide-MHC class II binding affinity with 134,281 pairs from IEDB. Task: Regression. Given a peptide amino acid sequence and an MHC pseudo amino acid sequence, predict their binding affinity value. This is MHC class II binding data. (1) The peptide sequence is EKKYFAAAQFEPLAA. The MHC is HLA-DPA10103-DPB10401 with pseudo-sequence HLA-DPA10103-DPB10401. The binding affinity (normalized) is 1.00. (2) The peptide sequence is RDGVRRPQKRPSCIGCKGT. The MHC is DRB1_0401 with pseudo-sequence DRB1_0401. The binding affinity (normalized) is 0.150. (3) The peptide sequence is AAMGLRISSSFSFGG. The MHC is DRB4_0101 with pseudo-sequence DRB4_0103. The binding affinity (normalized) is 0.373. (4) The peptide sequence is AFKVWATAANAAPAN. The MHC is DRB1_0901 with pseudo-sequence DRB1_0901. The binding affinity (normalized) is 0.641.